From a dataset of Reaction yield outcomes from USPTO patents with 853,638 reactions. Predict the reaction yield, written as a fraction of the theoretical maximum amount of product (1.0 means a 100% yield; for example, 0.34 means a 34% yield). (1) The reactants are Cl[CH2:2][C:3]1[N:4]=[C:5]([CH3:8])[S:6][CH:7]=1.[CH2:9]([O:11][CH:12]([O:15][CH2:16][CH3:17])[CH2:13][NH2:14])[CH3:10]. The catalyst is O1CCCC1. The product is [CH2:9]([O:11][CH:12]([O:15][CH2:16][CH3:17])[CH2:13][NH:14][CH2:2][C:3]1[N:4]=[C:5]([CH3:8])[S:6][CH:7]=1)[CH3:10]. The yield is 0.760. (2) The reactants are Cl.[NH2:2][C@@H:3]([CH2:14][C:15]1[CH:20]=[CH:19][C:18]([O:21][C:22]([O:24][CH2:25][CH3:26])=[O:23])=[C:17]([O:27][C:28]([O:30][CH2:31][CH3:32])=[O:29])[CH:16]=1)[C:4]([O:6][C@H:7]([CH3:13])[CH2:8][O:9][C:10](=[O:12])[CH3:11])=[O:5].[C:33]([OH:40])(=[O:39])/[CH:34]=[CH:35]/[C:36]([OH:38])=[O:37]. The catalyst is C(OCC)(=O)C. The product is [C:33]([OH:40])(=[O:39])/[CH:34]=[CH:35]/[C:36]([OH:38])=[O:37].[NH2:2][C@@H:3]([CH2:14][C:15]1[CH:20]=[CH:19][C:18]([O:21][C:22]([O:24][CH2:25][CH3:26])=[O:23])=[C:17]([O:27][C:28]([O:30][CH2:31][CH3:32])=[O:29])[CH:16]=1)[C:4]([O:6][C@H:7]([CH3:13])[CH2:8][O:9][C:10](=[O:12])[CH3:11])=[O:5]. The yield is 0.830. (3) The reactants are [CH2:1]([C:3]1[O:7][N:6]=[C:5]([C:8]([OH:10])=O)[CH:4]=1)[CH3:2].C(Cl)(=O)C(Cl)=O.[N-:17]=[N+:18]=[N-:19].[Na+]. The catalyst is C1C=CC=CC=1.O. The product is [CH2:1]([C:3]1[O:7][N:6]=[C:5]([C:8]([N:17]=[N+:18]=[N-:19])=[O:10])[CH:4]=1)[CH3:2]. The yield is 0.880. (4) The reactants are [OH:1][N:2]1[C:6](=[O:7])[C:5]2=[CH:8][CH:9]=[CH:10][CH:11]=[C:4]2[C:3]1=[O:12].N12CCCN=C1C[CH2:17][CH2:16][CH2:15][CH2:14]2.BrC(CC)C. The catalyst is CN(C=O)C. The product is [CH:15]([O:1][N:2]1[C:3](=[O:12])[C:4]2[C:5](=[CH:8][CH:9]=[CH:10][CH:11]=2)[C:6]1=[O:7])([CH2:16][CH3:17])[CH3:14]. The yield is 0.890.